From a dataset of Catalyst prediction with 721,799 reactions and 888 catalyst types from USPTO. Predict which catalyst facilitates the given reaction. (1) Reactant: [Si:1]([O:8][CH2:9][CH2:10][O:11][NH:12][C:13](=[O:33])[C:14]1[CH:19]=[C:18]([CH:20]=O)[C:17]([F:22])=[C:16]([F:23])[C:15]=1[NH:24][C:25]1[CH:30]=[CH:29][C:28]([I:31])=[CH:27][C:26]=1[F:32])([C:4]([CH3:7])([CH3:6])[CH3:5])([CH3:3])[CH3:2].Cl.[NH2:35][OH:36].C(=O)(O)[O-].[Na+].O. Product: [Si:1]([O:8][CH2:9][CH2:10][O:11][NH:12][C:13](=[O:33])[C:14]1[CH:19]=[C:18]([CH:20]=[N:35][OH:36])[C:17]([F:22])=[C:16]([F:23])[C:15]=1[NH:24][C:25]1[CH:30]=[CH:29][C:28]([I:31])=[CH:27][C:26]=1[F:32])([C:4]([CH3:6])([CH3:5])[CH3:7])([CH3:2])[CH3:3]. The catalyst class is: 8. (2) Reactant: C[O:2][C:3]([C:5]1[S:9][C:8]([CH3:10])=[N:7][C:6]=1[C:11]1[CH:16]=[CH:15][C:14]([F:17])=[CH:13][CH:12]=1)=[O:4].[OH-].[K+].O. Product: [F:17][C:14]1[CH:13]=[CH:12][C:11]([C:6]2[N:7]=[C:8]([CH3:10])[S:9][C:5]=2[C:3]([OH:4])=[O:2])=[CH:16][CH:15]=1. The catalyst class is: 14.